This data is from Full USPTO retrosynthesis dataset with 1.9M reactions from patents (1976-2016). The task is: Predict the reactants needed to synthesize the given product. (1) Given the product [C:14]([C:2]1[CH:11]=[CH:10][C:9]([O:12][CH3:13])=[CH:8][C:3]=1[C:4]([O:6][CH3:7])=[O:5])#[N:15], predict the reactants needed to synthesize it. The reactants are: Br[C:2]1[CH:11]=[CH:10][C:9]([O:12][CH3:13])=[CH:8][C:3]=1[C:4]([O:6][CH3:7])=[O:5].[CH3:14][N:15](C=O)C. (2) Given the product [CH3:20][C:21]1[N:22]=[C:23]([CH3:41])[N:24]2[C:29]=1[C:28]([NH:6][C:5]1[CH:7]=[C:8]([O:12][CH3:13])[C:9]([O:10][CH3:11])=[C:3]([O:2][CH3:1])[CH:4]=1)=[N:27][C:26]([C:35]1[S:39][C:38]([CH3:40])=[N:37][CH:36]=1)=[N:25]2, predict the reactants needed to synthesize it. The reactants are: [CH3:1][O:2][C:3]1[CH:4]=[C:5]([CH:7]=[C:8]([O:12][CH3:13])[C:9]=1[O:10][CH3:11])[NH2:6].C(=O)([O-])[O-].[K+].[K+].[CH3:20][C:21]1[N:22]=[C:23]([CH3:41])[N:24]2[C:29]=1[C:28](N1C=NC=N1)=[N:27][C:26]([C:35]1[S:39][C:38]([CH3:40])=[N:37][CH:36]=1)=[N:25]2.CO. (3) The reactants are: [CH2:1]([O:3][C:4]([C:6]1[CH:7]=[C:8]2[C:13](=[CH:14][CH:15]=1)[NH:12][CH:11]([C:16]1[CH:21]=[C:20]([F:22])[CH:19]=[C:18](Br)[CH:17]=1)[C:10]([CH3:25])([CH3:24])[CH2:9]2)=[O:5])[CH3:2].[Br-].[CH:27]1([Zn+])[CH2:32][CH2:31][CH2:30][CH2:29][CH2:28]1.O1CCCC1.[Cl-].[NH4+]. Given the product [CH2:1]([O:3][C:4]([C:6]1[CH:7]=[C:8]2[C:13](=[CH:14][CH:15]=1)[NH:12][CH:11]([C:16]1[CH:21]=[C:20]([F:22])[CH:19]=[C:18]([CH:27]3[CH2:32][CH2:31][CH2:30][CH2:29][CH2:28]3)[CH:17]=1)[C:10]([CH3:25])([CH3:24])[CH2:9]2)=[O:5])[CH3:2], predict the reactants needed to synthesize it. (4) Given the product [Cl:20][C:17]1[N:18]=[CH:19][C:14]([NH:13][C:22]2[C:31]3[C:26](=[CH:27][CH:28]=[C:29]([O:32][C:3]4[C:4]([S:8]([CH3:11])(=[O:10])=[O:9])=[CH:5][CH:6]=[CH:7][C:2]=4[F:1])[CH:30]=3)[N:25]=[CH:24][N:23]=2)=[N:15][CH:16]=1, predict the reactants needed to synthesize it. The reactants are: [F:1][C:2]1[CH:7]=[CH:6][CH:5]=[C:4]([S:8]([CH3:11])(=[O:10])=[O:9])[C:3]=1F.[NH2:13][C:14]1[CH:19]=[N:18][C:17]([Cl:20])=[CH:16][N:15]=1.Cl[C:22]1[C:31]2[C:26](=[CH:27][CH:28]=[C:29]([OH:32])[CH:30]=2)[N:25]=[CH:24][N:23]=1. (5) Given the product [NH2:14][C:15]1[CH:20]=[C:19]([CH:18]=[CH:17][C:16]=1[C:2]1[CH:11]=[CH:10][C:9]2[C:4](=[CH:5][CH:6]=[C:7]([O:12][CH3:13])[CH:8]=2)[N:3]=1)[C:21]([O:23][CH3:24])=[O:22], predict the reactants needed to synthesize it. The reactants are: Cl[C:2]1[CH:11]=[CH:10][C:9]2[C:4](=[CH:5][CH:6]=[C:7]([O:12][CH3:13])[CH:8]=2)[N:3]=1.[NH2:14][C:15]1[CH:20]=[C:19]([C:21]([O:23][CH3:24])=[O:22])[CH:18]=[CH:17][C:16]=1B(O)O.C([O-])([O-])=O.[K+].[K+]. (6) Given the product [NH2:1][C:2]1[N:3]=[CH:4][C:5]([C:6]([O:8][CH3:16])=[O:7])=[CH:9][CH:10]=1, predict the reactants needed to synthesize it. The reactants are: [NH2:1][C:2]1[CH:10]=[CH:9][C:5]([C:6]([OH:8])=[O:7])=[CH:4][N:3]=1.S(=O)(=O)(O)O.[CH3:16]O. (7) Given the product [F:50][C:49]([F:52])([F:51])[C:47]([OH:53])=[O:48].[CH3:19][N:16]1[C:8]2=[N:9][C:10]([CH2:11][CH2:12][CH2:13][CH2:14][CH3:15])=[C:5]([OH:4])[C:6]([CH3:20])=[C:7]2[CH2:18][CH2:17]1, predict the reactants needed to synthesize it. The reactants are: C([O:4][C:5]1[C:6]([CH3:20])=[C:7]2[CH:18]=[CH:17][N:16]([CH3:19])[C:8]2=[N:9][C:10]=1[CH2:11][CH2:12][CH2:13][CH2:14][CH3:15])(=O)C.CC(C[AlH]CC(C)C)C.C(C(C(C([O-])=O)O)O)([O-])=O.[K+].[Na+].CO.C(Cl)Cl.[C:47]([OH:53])([C:49]([F:52])([F:51])[F:50])=[O:48]. (8) Given the product [F:1][C:2]1[CH:3]=[C:4]([CH3:10])[C:5]([OH:9])=[C:6]([C:7]=1[F:8])[CH:11]=[O:26], predict the reactants needed to synthesize it. The reactants are: [F:1][C:2]1[C:7]([F:8])=[CH:6][C:5]([OH:9])=[C:4]([CH3:10])[CH:3]=1.[CH2:11]1N2CN3CN(C2)CN1C3.S(=O)(=O)(O)O.[OH2:26].